Dataset: Catalyst prediction with 721,799 reactions and 888 catalyst types from USPTO. Task: Predict which catalyst facilitates the given reaction. Reactant: [Cl:1][C:2]1[C:6]([Cl:7])=[C:5]([CH3:8])[NH:4][C:3]=1[C:9]([NH:11][C@@H:12]1[CH2:17][CH2:16][N:15](C(OCC)=O)[CH2:14][C@@H:13]1[O:23][CH2:24][CH:25]=[CH2:26])=[O:10].II.C[Si](C)(C)[Si](C)(C)C.S([O-])([O-])(=O)=S.[Na+].[Na+]. Product: [Cl:1][C:2]1[C:6]([Cl:7])=[C:5]([CH3:8])[NH:4][C:3]=1[C:9]([NH:11][C@@H:12]1[CH2:17][CH2:16][NH:15][CH2:14][C@@H:13]1[O:23][CH2:24][CH:25]=[CH2:26])=[O:10]. The catalyst class is: 11.